This data is from Forward reaction prediction with 1.9M reactions from USPTO patents (1976-2016). The task is: Predict the product of the given reaction. (1) Given the reactants [Br:1][C:2]1[CH:7]=[CH:6][C:5]([C:8]#[C:9][C:10]([O:12][CH2:13][CH3:14])=[O:11])=[C:4]([F:15])[CH:3]=1.[N:16]([CH2:19][Si:20]([CH3:23])([CH3:22])[CH3:21])=[N+:17]=[N-:18], predict the reaction product. The product is: [CH2:13]([O:12][C:10]([C:9]1[N:16]([CH2:19][Si:20]([CH3:23])([CH3:22])[CH3:21])[N:17]=[N:18][C:8]=1[C:5]1[CH:6]=[CH:7][C:2]([Br:1])=[CH:3][C:4]=1[F:15])=[O:11])[CH3:14]. (2) Given the reactants [N+:1]([C:4]1[CH:9]=[CH:8][C:7]([N:10]2[C:18]3[C:13](=[CH:14][CH:15]=[CH:16][CH:17]=3)[CH:12]=[C:11]2[C:19]([OH:21])=[O:20])=[CH:6][CH:5]=1)([O-])=O.NN, predict the reaction product. The product is: [NH2:1][C:4]1[CH:5]=[CH:6][C:7]([N:10]2[C:18]3[C:13](=[CH:14][CH:15]=[CH:16][CH:17]=3)[CH:12]=[C:11]2[C:19]([OH:21])=[O:20])=[CH:8][CH:9]=1. (3) Given the reactants [CH2:1]([O:8][C:9]1[C:10](=[O:21])[NH:11][C:12]2[C:17](C=1O)=[CH:16][C:15]([Br:20])=[CH:14][CH:13]=2)[C:2]1[CH:7]=[CH:6][CH:5]=[CH:4][CH:3]=1.[CH3:22][O-].[Na+].[CH2:25]([Cl:27])Cl, predict the reaction product. The product is: [CH2:1]([O:8][C:9]1[C:10]([O:21][CH3:22])=[N:11][C:12]2[C:13]([C:25]=1[Cl:27])=[CH:14][C:15]([Br:20])=[CH:16][CH:17]=2)[C:2]1[CH:3]=[CH:4][CH:5]=[CH:6][CH:7]=1. (4) Given the reactants [CH2:1]([O:3][C:4]([CH:6]1[CH2:11][NH:10][C:9]2[CH:12]=[C:13]([Cl:18])[C:14]([O:16][CH3:17])=[CH:15][C:8]=2[O:7]1)=[O:5])[CH3:2].[C:19]([O-])([O-])=O.[K+].[K+].CI, predict the reaction product. The product is: [CH2:1]([O:3][C:4]([CH:6]1[CH2:11][N:10]([CH3:19])[C:9]2[CH:12]=[C:13]([Cl:18])[C:14]([O:16][CH3:17])=[CH:15][C:8]=2[O:7]1)=[O:5])[CH3:2].